Dataset: Catalyst prediction with 721,799 reactions and 888 catalyst types from USPTO. Task: Predict which catalyst facilitates the given reaction. (1) Reactant: [N+:1]([C:4]1[C:9]([OH:10])=[CH:8][CH:7]=[CH:6][N:5]=1)([O-:3])=[O:2].C(N(CC)CC)C.[S:18](O[S:18]([C:21]([F:24])([F:23])[F:22])(=[O:20])=[O:19])([C:21]([F:24])([F:23])[F:22])(=[O:20])=[O:19].O. Product: [F:22][C:21]([F:24])([F:23])[S:18]([O:10][C:9]1[C:4]([N+:1]([O-:3])=[O:2])=[N:5][CH:6]=[CH:7][CH:8]=1)(=[O:20])=[O:19]. The catalyst class is: 2. (2) Reactant: Cl.[F:2][C:3]1[CH:8]=[CH:7][C:6]([CH:9]2[CH2:13][CH2:12][NH:11][CH2:10]2)=[CH:5][CH:4]=1.[F:14][C:15]1[CH:20]=[CH:19][C:18]([C:21]2[O:22][C:23]3[CH:33]=[CH:32][C:31]([C:34]4[CH:35]=[C:36]([CH:40]=[CH:41][CH:42]=4)[C:37](O)=[O:38])=[CH:30][C:24]=3[C:25]=2[C:26](=[O:29])[NH:27][CH3:28])=[CH:17][CH:16]=1.CN(C(ON1N=NC2C=CC=NC1=2)=[N+](C)C)C.F[P-](F)(F)(F)(F)F.CCN(C(C)C)C(C)C. Product: [F:14][C:15]1[CH:20]=[CH:19][C:18]([C:21]2[O:22][C:23]3[CH:33]=[CH:32][C:31]([C:34]4[CH:42]=[CH:41][CH:40]=[C:36]([C:37]([N:11]5[CH2:12][CH2:13][CH:9]([C:6]6[CH:5]=[CH:4][C:3]([F:2])=[CH:8][CH:7]=6)[CH2:10]5)=[O:38])[CH:35]=4)=[CH:30][C:24]=3[C:25]=2[C:26]([NH:27][CH3:28])=[O:29])=[CH:17][CH:16]=1. The catalyst class is: 121. (3) The catalyst class is: 14. Reactant: [F:1][C:2]([F:10])([F:9])[CH:3]1[CH2:8][NH:7][CH2:6][CH2:5][NH:4]1.Cl[C:12]1[N:16]([CH3:17])[N:15]=[CH:14][C:13]=1[N+:18]([O-:20])=[O:19].CCN(C(C)C)C(C)C. Product: [CH3:17][N:16]1[C:12]([N:7]2[CH2:6][CH2:5][NH:4][CH:3]([C:2]([F:10])([F:9])[F:1])[CH2:8]2)=[C:13]([N+:18]([O-:20])=[O:19])[CH:14]=[N:15]1. (4) Reactant: [Cl:1][C:2]1[CH:3]=[CH:4][C:5]2[S:9][C:8](=[O:10])[NH:7][C:6]=2[CH:11]=1.Br[CH2:13][C:14]1[CH:15]=[C:16]([C:20]2[N:24]=[C:23]([CH3:25])[O:22][N:21]=2)[CH:17]=[CH:18][CH:19]=1.C(=O)([O-])[O-].[K+].[K+].O. Product: [Cl:1][C:2]1[CH:3]=[CH:4][C:5]2[S:9][C:8](=[O:10])[N:7]([CH2:13][C:14]3[CH:19]=[CH:18][CH:17]=[C:16]([C:20]4[N:24]=[C:23]([CH3:25])[O:22][N:21]=4)[CH:15]=3)[C:6]=2[CH:11]=1. The catalyst class is: 10. (5) Reactant: Cl.Cl.[NH:3]1[CH2:8][CH2:7][CH:6]([O:9][C:10]2[CH:25]=[CH:24][C:13]([O:14][CH2:15][CH2:16][CH2:17][N:18]3[CH2:23][CH2:22][CH2:21][CH2:20][CH2:19]3)=[CH:12][CH:11]=2)[CH2:5][CH2:4]1.[Cl:26]CCl.[C:29](Cl)(=[O:31])[CH3:30]. Product: [ClH:26].[N:18]1([CH2:17][CH2:16][CH2:15][O:14][C:13]2[CH:12]=[CH:11][C:10]([O:9][CH:6]3[CH2:5][CH2:4][N:3]([C:29](=[O:31])[CH3:30])[CH2:8][CH2:7]3)=[CH:25][CH:24]=2)[CH2:23][CH2:22][CH2:21][CH2:20][CH2:19]1. The catalyst class is: 66. (6) Reactant: [OH:1][CH2:2][CH2:3][CH2:4][CH2:5][CH2:6][CH2:7][CH2:8][C:9]([OH:11])=[O:10].[C:12](Cl)(=O)C.[O:16]1[CH:21]=[CH:20][CH2:19][CH2:18][CH2:17]1.C(N(CC)CC)C. Product: [O:16]1[CH2:17][CH2:18][CH2:19][CH2:20][CH:21]1[O:1][CH2:2][CH2:3][CH2:4][CH2:5][CH2:6][CH2:7][CH2:8][C:9]([O:11][CH3:12])=[O:10]. The catalyst class is: 5. (7) Reactant: Br.[Br:2][C:3]1[CH:11]=[C:10]2[C:6]([CH:7]=[N:8][N:9]2[C:12]2[CH:17]=[CH:16][C:15]([O:18]CC3C=CC=CC=3)=[C:14]([F:26])[CH:13]=2)=[C:5]([O:27]C)[CH:4]=1.[OH-].[Na+]. The catalyst class is: 84. Product: [Br:2][C:3]1[CH:4]=[C:5]([OH:27])[C:6]2[CH:7]=[N:8][N:9]([C:12]3[CH:17]=[CH:16][C:15]([OH:18])=[C:14]([F:26])[CH:13]=3)[C:10]=2[CH:11]=1. (8) Reactant: Cl.[CH3:2][N:3]([CH:13]1[CH2:21][C@H:16]2[CH2:17][NH:18][CH2:19][CH2:20][C@H:15]2[CH2:14]1)[C:4]1[C:5]2[CH:12]=[CH:11][NH:10][C:6]=2[N:7]=[CH:8][N:9]=1.Cl[C:23]([O:25][CH3:26])=[O:24].C(N(CC)CC)C.O. Product: [CH3:2][N:3]([C:4]1[C:5]2[CH:12]=[CH:11][NH:10][C:6]=2[N:7]=[CH:8][N:9]=1)[CH:13]1[CH2:21][C@H:16]2[CH2:17][N:18]([C:23]([O:25][CH3:26])=[O:24])[CH2:19][CH2:20][C@H:15]2[CH2:14]1. The catalyst class is: 4.